Dataset: NCI-60 drug combinations with 297,098 pairs across 59 cell lines. Task: Regression. Given two drug SMILES strings and cell line genomic features, predict the synergy score measuring deviation from expected non-interaction effect. (1) Drug 1: C1CN1C2=NC(=NC(=N2)N3CC3)N4CC4. Drug 2: CC1=C(C(=O)C2=C(C1=O)N3CC4C(C3(C2COC(=O)N)OC)N4)N. Cell line: UACC-257. Synergy scores: CSS=22.3, Synergy_ZIP=-4.89, Synergy_Bliss=-0.429, Synergy_Loewe=1.36, Synergy_HSA=2.35. (2) Drug 1: CC(C)(C#N)C1=CC(=CC(=C1)CN2C=NC=N2)C(C)(C)C#N. Drug 2: CC(C)NC(=O)C1=CC=C(C=C1)CNNC.Cl. Cell line: NCI-H226. Synergy scores: CSS=-6.51, Synergy_ZIP=4.08, Synergy_Bliss=2.21, Synergy_Loewe=-4.82, Synergy_HSA=-5.03. (3) Drug 1: CC1=C(N=C(N=C1N)C(CC(=O)N)NCC(C(=O)N)N)C(=O)NC(C(C2=CN=CN2)OC3C(C(C(C(O3)CO)O)O)OC4C(C(C(C(O4)CO)O)OC(=O)N)O)C(=O)NC(C)C(C(C)C(=O)NC(C(C)O)C(=O)NCCC5=NC(=CS5)C6=NC(=CS6)C(=O)NCCC[S+](C)C)O. Drug 2: CC12CCC3C(C1CCC2OP(=O)(O)O)CCC4=C3C=CC(=C4)OC(=O)N(CCCl)CCCl.[Na+]. Cell line: OVCAR-5. Synergy scores: CSS=46.2, Synergy_ZIP=-7.80, Synergy_Bliss=1.04, Synergy_Loewe=3.55, Synergy_HSA=6.11. (4) Drug 1: CCCS(=O)(=O)NC1=C(C(=C(C=C1)F)C(=O)C2=CNC3=C2C=C(C=N3)C4=CC=C(C=C4)Cl)F. Drug 2: C1=NC2=C(N1)C(=S)N=C(N2)N. Cell line: SK-MEL-5. Synergy scores: CSS=35.3, Synergy_ZIP=-6.04, Synergy_Bliss=-5.43, Synergy_Loewe=-8.97, Synergy_HSA=-3.49. (5) Drug 1: CC1=C(C=C(C=C1)NC2=NC=CC(=N2)N(C)C3=CC4=NN(C(=C4C=C3)C)C)S(=O)(=O)N.Cl. Drug 2: CC12CCC3C(C1CCC2O)C(CC4=C3C=CC(=C4)O)CCCCCCCCCS(=O)CCCC(C(F)(F)F)(F)F. Cell line: UO-31. Synergy scores: CSS=3.79, Synergy_ZIP=-2.32, Synergy_Bliss=-0.792, Synergy_Loewe=0.352, Synergy_HSA=0.665. (6) Drug 1: C1=CC(=CC=C1CCCC(=O)O)N(CCCl)CCCl. Drug 2: C1C(C(OC1N2C=C(C(=O)NC2=O)F)CO)O. Cell line: NCI-H460. Synergy scores: CSS=68.4, Synergy_ZIP=-0.636, Synergy_Bliss=-2.71, Synergy_Loewe=-3.65, Synergy_HSA=2.28. (7) Drug 1: C1C(C(OC1N2C=NC3=C2NC=NCC3O)CO)O. Drug 2: CCC1(C2=C(COC1=O)C(=O)N3CC4=CC5=C(C=CC(=C5CN(C)C)O)N=C4C3=C2)O.Cl. Cell line: OVCAR-4. Synergy scores: CSS=7.97, Synergy_ZIP=-3.85, Synergy_Bliss=-3.01, Synergy_Loewe=-2.24, Synergy_HSA=-0.137.